From a dataset of Full USPTO retrosynthesis dataset with 1.9M reactions from patents (1976-2016). Predict the reactants needed to synthesize the given product. (1) Given the product [CH3:1][CH:2]1[C:7]2=[N:8][C:9]([C:18]3[CH:19]=[CH:20][CH:21]=[CH:22][CH:23]=3)=[C:10]([C:12]3[CH:17]=[CH:16][CH:15]=[CH:14][CH:13]=3)[N:11]=[C:6]2[CH2:5][CH2:4][N:3]1[CH2:24][CH2:25][CH2:26][CH2:27][CH2:28][CH2:29][C:30]([OH:32])=[O:31], predict the reactants needed to synthesize it. The reactants are: [CH3:1][CH:2]1[C:7]2=[N:8][C:9]([C:18]3[CH:23]=[CH:22][CH:21]=[CH:20][CH:19]=3)=[C:10]([C:12]3[CH:17]=[CH:16][CH:15]=[CH:14][CH:13]=3)[N:11]=[C:6]2[CH2:5][CH2:4][N:3]1[CH2:24][CH2:25][CH2:26][CH2:27][CH2:28][CH2:29][C:30]([O:32]CC)=[O:31].[Li+].[OH-].O. (2) Given the product [N+:1]([C:4]1[CH:12]=[CH:11][C:10]([N:13]2[CH2:18][CH2:17][CH2:16][CH2:15][CH2:14]2)=[CH:9][C:5]=1[C:6]([NH:32][C:29]1[CH:30]=[CH:31][N:27]([C:23]2[CH:24]=[CH:25][CH:26]=[C:21]([C:20]([F:33])([F:19])[F:34])[CH:22]=2)[N:28]=1)=[O:8])([O-:3])=[O:2], predict the reactants needed to synthesize it. The reactants are: [N+:1]([C:4]1[CH:12]=[CH:11][C:10]([N:13]2[CH2:18][CH2:17][CH2:16][CH2:15][CH2:14]2)=[CH:9][C:5]=1[C:6]([OH:8])=O)([O-:3])=[O:2].[F:19][C:20]([F:34])([F:33])[C:21]1[CH:22]=[C:23]([N:27]2[CH:31]=[CH:30][C:29]([NH2:32])=[N:28]2)[CH:24]=[CH:25][CH:26]=1.CN(C(ON1N=NC2C=CC=NC1=2)=[N+](C)C)C.F[P-](F)(F)(F)(F)F.C(N(CC)C(C)C)(C)C. (3) The reactants are: ClC1C=CC=C(F)C=1COC1N(C2C=CC=CC=2C(F)(F)F)C(SCC2C(F)=CC=CC=2Cl)=NN=1.[Cl:36][C:37]1[CH:38]=[C:39]([N:43]2[C:47]([S:48][CH2:49][C:50]3[CH:55]=[CH:54][C:53]([Cl:56])=[CH:52][C:51]=3[Cl:57])=[N:46][N:45]=[C:44]2[OH:58])[CH:40]=[CH:41][CH:42]=1.Br[CH2:60][C:61]1[CH:66]=[CH:65][CH:64]=[C:63]([F:67])[C:62]=1[F:68].C[O-].[Na+]. Given the product [Cl:36][C:37]1[CH:38]=[C:39]([N:43]2[C:44]([O:58][CH2:60][C:61]3[CH:66]=[CH:65][CH:64]=[C:63]([F:67])[C:62]=3[F:68])=[N:45][N:46]=[C:47]2[S:48][CH2:49][C:50]2[CH:55]=[CH:54][C:53]([Cl:56])=[CH:52][C:51]=2[Cl:57])[CH:40]=[CH:41][CH:42]=1, predict the reactants needed to synthesize it. (4) Given the product [OH:1][C@H:2]1[C@@H:6]([OH:7])[C@H:5]([N:8]2[CH:16]=[N:15][C:14]3[C:9]2=[N:10][C:11]([N:33]2[CH2:37][CH2:36][C@@H:35]([NH:38][C:39]([NH:41][CH2:42][C:43]4[CH:56]=[CH:55][CH:54]=[C:53]([OH:59])[CH:58]=4)=[O:40])[CH2:34]2)=[N:12][C:13]=3[NH:17][CH2:18][C:19]([OH:32])([C:26]2[CH:31]=[CH:30][CH:29]=[CH:28][CH:27]=2)[C:20]2[CH:25]=[CH:24][CH:23]=[CH:22][CH:21]=2)[CH2:4][C@@H:3]1[NH:48][C:49](=[O:52])[CH2:50][OH:51], predict the reactants needed to synthesize it. The reactants are: [OH:1][C@H:2]1[C@@H:6]([OH:7])[C@H:5]([N:8]2[CH:16]=[N:15][C:14]3[C:9]2=[N:10][C:11]([N:33]2[CH2:37][CH2:36][C@@H:35]([NH:38][C:39]([NH:41][C:42]4[CH:43]=NC=CC=4)=[O:40])[CH2:34]2)=[N:12][C:13]=3[NH:17][CH2:18][C:19]([OH:32])([C:26]2[CH:31]=[CH:30][CH:29]=[CH:28][CH:27]=2)[C:20]2[CH:25]=[CH:24][CH:23]=[CH:22][CH:21]=2)[CH2:4][C@@H:3]1[NH:48][C:49](=[O:52])[CH2:50][OH:51].[C:53]1([O:59]C(=O)NC2C=NC=CC=2)[CH:58]=C[CH:56]=[CH:55][CH:54]=1. (5) Given the product [N:1]1([C:13]2[S:21][C:20]3[C:19]([C:22]#[N:23])=[CH:18][N:17]=[C:16]([NH:24][CH2:25][C:26]4[CH:31]=[CH:30][C:29]([O:32][CH3:33])=[CH:28][CH:27]=4)[C:15]=3[CH:14]=2)[CH:5]=[CH:4][N:3]=[CH:2]1, predict the reactants needed to synthesize it. The reactants are: [NH:1]1[CH:5]=[CH:4][N:3]=[CH:2]1.C([O-])([O-])=O.[Cs+].[Cs+].I[C:13]1[S:21][C:20]2[C:19]([C:22]#[N:23])=[CH:18][N:17]=[C:16]([NH:24][CH2:25][C:26]3[CH:31]=[CH:30][C:29]([O:32][CH3:33])=[CH:28][CH:27]=3)[C:15]=2[CH:14]=1. (6) Given the product [F:1][C:2]1[CH:3]=[C:4]([CH:34]=[CH:35][C:36]=1[O:37][CH2:39][CH2:40][N:42]([CH2:44][CH2:45][O:46][CH3:47])[CH3:43])[CH2:5][CH2:7][NH:8][C:9]1[CH:14]=[C:13]([O:15][CH3:16])[CH:12]=[CH:11][C:10]=1[C@@H:17]1[CH2:26][CH2:25][C:24]2[CH:23]=[C:22]([OH:27])[CH:21]=[CH:20][C:19]=2[CH2:18]1, predict the reactants needed to synthesize it. The reactants are: [F:1][C:2]1[CH:3]=[C:4]([CH:34]=[CH:35][C:36]=1[OH:37])[C:5]([CH2:7][NH:8][C:9]1[CH:14]=[C:13]([O:15][CH3:16])[CH:12]=[CH:11][C:10]=1[C@@H:17]1[CH2:26][CH2:25][C:24]2[CH:23]=[C:22]([O:27]C(=O)C(C)(C)C)[CH:21]=[CH:20][C:19]=2[CH2:18]1)=O.Cl[CH2:39][C:40]([N:42]([CH2:44][CH2:45][O:46][CH3:47])[CH3:43])=O.